This data is from Drug-target binding data from BindingDB using IC50 measurements. The task is: Regression. Given a target protein amino acid sequence and a drug SMILES string, predict the binding affinity score between them. We predict pIC50 (pIC50 = -log10(IC50 in M); higher means more potent). Dataset: bindingdb_ic50. (1) The drug is O=C(NNC(=O)c1cc([N+](=O)[O-])cc([N+](=O)[O-])c1Br)Nc1ccccc1. The target protein (P9WMN1) has sequence MLRVAVPNKGALSEPATEILAEAGYRRRTDSKDLTVIDPVNNVEFFFLRPKDIAIYVGSGELDFGITGRDLVCDSGAQVRERLALGFGSSSFRYAAPAGRNWTTADLAGMRIATAYPNLVRKDLATKGIEATVIRLDGAVEISVQLGVADAIADVVGSGRTLSQHDLVAFGEPLCDSEAVLIERAGTDGQDQTEARDQLVARVQGVVFGQQYLMLDYDCPRSALKKATAITPGLESPTIAPLADPDWVAIRALVPRRDVNGIMDELAAIGAKAILASDIRFCRF. The pIC50 is 5.3. (2) The compound is CCCCCCCCCCCCCCCC(=O)O. The target protein (P05413) has sequence MVDAFLGTWKLVDSKNFDDYMKSLGVGFATRQVASMTKPTTIIEKNGDILTLKTHSTFKNTEISFKLGVEFDETTADDRKVKSIVTLDGGKLVHLQKWDGQETTLVRELIDGKLILTLTHGTAVCTRTYEKEA. The pIC50 is 5.6.